Predict the reactants needed to synthesize the given product. From a dataset of Full USPTO retrosynthesis dataset with 1.9M reactions from patents (1976-2016). Given the product [CH3:28][S:24]([C:12]1[N:13]=[CH:14][C:9]2[CH:8]=[CH:7][C:6](=[O:17])[NH:5][C:10]=2[N:11]=1)(=[O:26])=[O:23], predict the reactants needed to synthesize it. The reactants are: BrC1C=CC=CC=1C[N:5]1[C:10]2[N:11]=[C:12](SC)[N:13]=[CH:14][C:9]=2[CH:8]=[CH:7][C:6]1=[O:17].O[O:23][S:24]([O-:26])=O.[K+].[CH3:28]O.